The task is: Predict the reaction yield, written as a fraction of the theoretical maximum amount of product (1.0 means a 100% yield; for example, 0.34 means a 34% yield).. This data is from Reaction yield outcomes from USPTO patents with 853,638 reactions. (1) The reactants are Cl[C:2]([O:4][C:5]1[CH:10]=[CH:9][CH:8]=[CH:7][CH:6]=1)=[O:3].[C:11]([C:13]1[CH:14]=[C:15]2[C:19](=[CH:20][CH:21]=1)[NH:18][C:17](=[O:22])[C:16]2([OH:32])[C:23]1[C:24]([O:29][CH2:30][CH3:31])=[N:25][CH:26]=[CH:27][CH:28]=1)#[N:12].ClCCl.[CH3:36][OH:37]. The yield is 0.870. The product is [C:11]([C:13]1[CH:14]=[C:15]2[C:19](=[CH:20][CH:21]=1)[N:18]([C:2]([O:4][C:5]1[CH:10]=[CH:9][CH:8]=[CH:7][CH:6]=1)=[O:3])[C:17](=[O:22])[C:16]2([C:23]1[C:24]([O:29][CH2:30][CH3:31])=[N:25][CH:26]=[CH:27][CH:28]=1)[O:32][C:36]([O:4][C:5]1[CH:10]=[CH:9][CH:8]=[CH:7][CH:6]=1)=[O:37])#[N:12]. The catalyst is N1C=CC=CC=1. (2) The reactants are Br[C:2]1[C:3]([F:12])=[C:4]([CH:8]=[C:9]([CH3:11])[CH:10]=1)[C:5]([OH:7])=[O:6].[F:13][C:14]1[CH:15]=[C:16](B(O)O)[CH:17]=[CH:18][CH:19]=1.C([O-])([O-])=O.[K+].[K+].Cl. The catalyst is C(#N)C.O.C1C=CC([P]([Pd]([P](C2C=CC=CC=2)(C2C=CC=CC=2)C2C=CC=CC=2)([P](C2C=CC=CC=2)(C2C=CC=CC=2)C2C=CC=CC=2)[P](C2C=CC=CC=2)(C2C=CC=CC=2)C2C=CC=CC=2)(C2C=CC=CC=2)C2C=CC=CC=2)=CC=1. The product is [F:12][C:3]1[C:2]([C:18]2[CH:17]=[CH:16][CH:15]=[C:14]([F:13])[CH:19]=2)=[CH:10][C:9]([CH3:11])=[CH:8][C:4]=1[C:5]([OH:7])=[O:6]. The yield is 0.750.